From a dataset of Reaction yield outcomes from USPTO patents with 853,638 reactions. Predict the reaction yield, written as a fraction of the theoretical maximum amount of product (1.0 means a 100% yield; for example, 0.34 means a 34% yield). The reactants are [C:1]([O:5][C:6]([N:8]1[CH2:13][CH2:12][N:11]([C:14]2[CH:22]=[CH:21][CH:20]=[C:19]3[C:15]=2[C:16](I)=[N:17][NH:18]3)[CH2:10][CH2:9]1)=[O:7])([CH3:4])([CH3:3])[CH3:2].C(=O)([O-])[O-].[K+].[K+].C(O)CO.[C:34]1([SH:44])[C:43]2[C:38](=[CH:39][CH:40]=[CH:41][CH:42]=2)[CH:37]=[CH:36][CH:35]=1. The catalyst is C(OCC)(=O)C.[Cu]I.CC(O)C. The product is [C:1]([O:5][C:6]([N:8]1[CH2:13][CH2:12][N:11]([C:14]2[CH:22]=[CH:21][CH:20]=[C:19]3[C:15]=2[C:16]([S:44][C:34]2[C:43]4[C:38](=[CH:39][CH:40]=[CH:41][CH:42]=4)[CH:37]=[CH:36][CH:35]=2)=[N:17][NH:18]3)[CH2:10][CH2:9]1)=[O:7])([CH3:4])([CH3:3])[CH3:2]. The yield is 0.450.